This data is from Full USPTO retrosynthesis dataset with 1.9M reactions from patents (1976-2016). The task is: Predict the reactants needed to synthesize the given product. Given the product [ClH:1].[Cl:1][C:2]1[C:7]([S:8]([CH3:11])(=[O:9])=[O:10])=[CH:6][C:5]([C:12]2[N:13]([C:33]([N:42]3[CH2:43][CH2:44][N:39]([CH2:45][C:46]([OH:48])=[O:47])[CH2:40][CH2:41]3)=[O:34])[C@@:14]([C:26]3[CH:27]=[CH:28][C:29]([Cl:32])=[CH:30][CH:31]=3)([CH3:25])[C@@:15]([C:18]3[CH:19]=[CH:20][C:21]([Cl:24])=[CH:22][CH:23]=3)([CH3:17])[N:16]=2)=[C:4]([O:36][CH2:37][CH3:38])[CH:3]=1, predict the reactants needed to synthesize it. The reactants are: [Cl:1][C:2]1[C:7]([S:8]([CH3:11])(=[O:10])=[O:9])=[CH:6][C:5]([C:12]2[N:13]([C:33](Cl)=[O:34])[C@@:14]([C:26]3[CH:31]=[CH:30][C:29]([Cl:32])=[CH:28][CH:27]=3)([CH3:25])[C@@:15]([C:18]3[CH:23]=[CH:22][C:21]([Cl:24])=[CH:20][CH:19]=3)([CH3:17])[N:16]=2)=[C:4]([O:36][CH2:37][CH3:38])[CH:3]=1.[N:39]1([CH2:45][C:46]([OH:48])=[O:47])[CH2:44][CH2:43][NH:42][CH2:41][CH2:40]1.